Predict the reactants needed to synthesize the given product. From a dataset of Full USPTO retrosynthesis dataset with 1.9M reactions from patents (1976-2016). (1) Given the product [CH3:15][O:16][C:17]1[CH:18]=[C:19]([C:23]2[CH:28]=[CH:27][C:26]([CH2:29][NH:30][C:8]([CH:7]([CH2:11][CH:12]([CH3:14])[CH3:13])[CH2:6][C:4]([O:3][CH2:1][CH3:2])=[O:5])=[O:10])=[CH:25][CH:24]=2)[CH:20]=[CH:21][CH:22]=1, predict the reactants needed to synthesize it. The reactants are: [CH2:1]([O:3][C:4]([CH2:6][CH:7]([CH2:11][CH:12]([CH3:14])[CH3:13])[C:8]([OH:10])=O)=[O:5])[CH3:2].[CH3:15][O:16][C:17]1[CH:18]=[C:19]([C:23]2[CH:28]=[CH:27][C:26]([CH2:29][NH2:30])=[CH:25][CH:24]=2)[CH:20]=[CH:21][CH:22]=1.C1C=CC2N(O)N=NC=2C=1.C(Cl)CCl.CN1CCOCC1. (2) Given the product [CH2:40]([N:32]([CH2:30][CH3:31])[C:33]1[CH:34]=[C:35]([NH:39][C:12](=[O:13])[C:11]2[CH:15]=[CH:16][C:8]([CH3:7])=[C:9]([NH:17][C:18]3[N:23]=[C:22]([C:24]4[CH:25]=[N:26][CH:27]=[CH:28][CH:29]=4)[CH:21]=[CH:20][N:19]=3)[CH:10]=2)[CH:36]=[CH:37][CH:38]=1)[CH3:41], predict the reactants needed to synthesize it. The reactants are: CCCP(=O)=O.[CH3:7][C:8]1[CH:16]=[CH:15][C:11]([C:12](O)=[O:13])=[CH:10][C:9]=1[NH:17][C:18]1[N:23]=[C:22]([C:24]2[CH:25]=[N:26][CH:27]=[CH:28][CH:29]=2)[CH:21]=[CH:20][N:19]=1.[CH2:30]([N:32]([CH2:40][CH3:41])[C:33]1[CH:38]=[CH:37][CH:36]=[C:35]([NH2:39])[CH:34]=1)[CH3:31].C(N(CC)CC)C.C(=O)([O-])O.[Na+]. (3) Given the product [Cl:19][C:16]1[CH:15]=[CH:14][C:13]([CH2:12][C:10]2[C:9]3[C:4](=[CH:5][CH:6]=[CH:7][CH:8]=3)[C:3](=[O:20])[N:2]([NH:1][C:29](=[O:30])[CH2:28][C:25]3[CH:26]=[CH:27][C:22]([Cl:21])=[CH:23][CH:24]=3)[N:11]=2)=[CH:18][CH:17]=1, predict the reactants needed to synthesize it. The reactants are: [NH2:1][N:2]1[N:11]=[C:10]([CH2:12][C:13]2[CH:18]=[CH:17][C:16]([Cl:19])=[CH:15][CH:14]=2)[C:9]2[C:4](=[CH:5][CH:6]=[CH:7][CH:8]=2)[C:3]1=[O:20].[Cl:21][C:22]1[CH:27]=[CH:26][C:25]([CH2:28][C:29](O)=[O:30])=[CH:24][CH:23]=1.